This data is from NCI-60 drug combinations with 297,098 pairs across 59 cell lines. The task is: Regression. Given two drug SMILES strings and cell line genomic features, predict the synergy score measuring deviation from expected non-interaction effect. (1) Drug 1: C1=CC(=CC=C1CCC2=CNC3=C2C(=O)NC(=N3)N)C(=O)NC(CCC(=O)O)C(=O)O. Drug 2: CCC1=C2CN3C(=CC4=C(C3=O)COC(=O)C4(CC)O)C2=NC5=C1C=C(C=C5)O. Cell line: CCRF-CEM. Synergy scores: CSS=70.8, Synergy_ZIP=-0.300, Synergy_Bliss=-1.40, Synergy_Loewe=-0.755, Synergy_HSA=2.28. (2) Drug 1: C1CC(=O)NC(=O)C1N2C(=O)C3=CC=CC=C3C2=O. Drug 2: CC1CCCC2(C(O2)CC(NC(=O)CC(C(C(=O)C(C1O)C)(C)C)O)C(=CC3=CSC(=N3)C)C)C. Cell line: NCI-H322M. Synergy scores: CSS=36.5, Synergy_ZIP=0.265, Synergy_Bliss=-1.15, Synergy_Loewe=-26.8, Synergy_HSA=0.573. (3) Drug 2: COCCOC1=C(C=C2C(=C1)C(=NC=N2)NC3=CC=CC(=C3)C#C)OCCOC.Cl. Synergy scores: CSS=12.3, Synergy_ZIP=-2.83, Synergy_Bliss=3.80, Synergy_Loewe=1.67, Synergy_HSA=1.34. Drug 1: COC1=C(C=C2C(=C1)N=CN=C2NC3=CC(=C(C=C3)F)Cl)OCCCN4CCOCC4. Cell line: MDA-MB-435. (4) Drug 1: CC12CCC3C(C1CCC2=O)CC(=C)C4=CC(=O)C=CC34C. Drug 2: C1CN(CCN1C(=O)CCBr)C(=O)CCBr. Cell line: UACC-257. Synergy scores: CSS=30.7, Synergy_ZIP=1.13, Synergy_Bliss=0.536, Synergy_Loewe=-2.80, Synergy_HSA=-0.537. (5) Drug 1: C1=CC(=CC=C1CCC2=CNC3=C2C(=O)NC(=N3)N)C(=O)NC(CCC(=O)O)C(=O)O. Drug 2: CC1C(C(CC(O1)OC2CC(CC3=C2C(=C4C(=C3O)C(=O)C5=C(C4=O)C(=CC=C5)OC)O)(C(=O)CO)O)N)O.Cl. Cell line: IGROV1. Synergy scores: CSS=41.6, Synergy_ZIP=-2.60, Synergy_Bliss=-6.91, Synergy_Loewe=-3.79, Synergy_HSA=-0.0397. (6) Drug 1: CCC(=C(C1=CC=CC=C1)C2=CC=C(C=C2)OCCN(C)C)C3=CC=CC=C3.C(C(=O)O)C(CC(=O)O)(C(=O)O)O. Drug 2: CS(=O)(=O)OCCCCOS(=O)(=O)C. Cell line: HS 578T. Synergy scores: CSS=1.46, Synergy_ZIP=-1.21, Synergy_Bliss=0.504, Synergy_Loewe=-2.05, Synergy_HSA=-1.32. (7) Drug 1: CC1=C(C=C(C=C1)NC2=NC=CC(=N2)N(C)C3=CC4=NN(C(=C4C=C3)C)C)S(=O)(=O)N.Cl. Drug 2: C1CCC(C1)C(CC#N)N2C=C(C=N2)C3=C4C=CNC4=NC=N3. Cell line: M14. Synergy scores: CSS=-10.9, Synergy_ZIP=6.80, Synergy_Bliss=7.37, Synergy_Loewe=-1.97, Synergy_HSA=-2.77. (8) Drug 1: C1C(C(OC1N2C=NC(=NC2=O)N)CO)O. Drug 2: CC1C(C(CC(O1)OC2CC(CC3=C2C(=C4C(=C3O)C(=O)C5=CC=CC=C5C4=O)O)(C(=O)C)O)N)O. Cell line: SK-MEL-2. Synergy scores: CSS=31.5, Synergy_ZIP=-0.691, Synergy_Bliss=-3.86, Synergy_Loewe=-29.3, Synergy_HSA=-6.02. (9) Drug 1: CC1=C2C(C(=O)C3(C(CC4C(C3C(C(C2(C)C)(CC1OC(=O)C(C(C5=CC=CC=C5)NC(=O)OC(C)(C)C)O)O)OC(=O)C6=CC=CC=C6)(CO4)OC(=O)C)OC)C)OC. Drug 2: C1CCC(CC1)NC(=O)N(CCCl)N=O. Cell line: MDA-MB-435. Synergy scores: CSS=64.9, Synergy_ZIP=9.13, Synergy_Bliss=5.32, Synergy_Loewe=-13.6, Synergy_HSA=5.02.